Dataset: Peptide-MHC class I binding affinity with 185,985 pairs from IEDB/IMGT. Task: Regression. Given a peptide amino acid sequence and an MHC pseudo amino acid sequence, predict their binding affinity value. This is MHC class I binding data. (1) The peptide sequence is KTDIVNTTY. The binding affinity (normalized) is 0.0847. The MHC is HLA-B40:01 with pseudo-sequence HLA-B40:01. (2) The peptide sequence is VRLVFNLVKDP. The MHC is Mamu-B08 with pseudo-sequence Mamu-B08. The binding affinity (normalized) is 0.178. (3) The peptide sequence is SLGQYIYET. The MHC is HLA-A69:01 with pseudo-sequence HLA-A69:01. The binding affinity (normalized) is 0.0847. (4) The peptide sequence is MENITSGFL. The MHC is Patr-A0401 with pseudo-sequence Patr-A0401. The binding affinity (normalized) is 0.